Dataset: Peptide-MHC class II binding affinity with 134,281 pairs from IEDB. Task: Regression. Given a peptide amino acid sequence and an MHC pseudo amino acid sequence, predict their binding affinity value. This is MHC class II binding data. (1) The peptide sequence is AALAAAAGVPPADKY. The MHC is DRB3_0101 with pseudo-sequence DRB3_0101. The binding affinity (normalized) is 0. (2) The peptide sequence is EKKYFAATQFEPLVA. The MHC is HLA-DQA10501-DQB10301 with pseudo-sequence HLA-DQA10501-DQB10301. The binding affinity (normalized) is 0.196. (3) The peptide sequence is LSVTEQSEFYFPRAP. The MHC is HLA-DQA10501-DQB10301 with pseudo-sequence HLA-DQA10501-DQB10301. The binding affinity (normalized) is 0. (4) The peptide sequence is HPQQFIYAGSLSALL. The MHC is HLA-DQA10101-DQB10501 with pseudo-sequence HLA-DQA10101-DQB10501. The binding affinity (normalized) is 0.321.